From a dataset of Human liver microsome stability data. Regression/Classification. Given a drug SMILES string, predict its absorption, distribution, metabolism, or excretion properties. Task type varies by dataset: regression for continuous measurements (e.g., permeability, clearance, half-life) or binary classification for categorical outcomes (e.g., BBB penetration, CYP inhibition). Dataset: hlm. (1) The drug is O=C(N[C@@H](Cc1c[nH]c2ccccc12)C(=O)Nc1ccncc1)c1cccc(-c2ccccc2)c1. The result is 1 (stable in human liver microsomes). (2) The compound is CC#C[C@@H](Cc1nn[nH]n1)c1ccc(OCc2ccc3scc(-c4ccnn4C)c3c2)cc1. The result is 1 (stable in human liver microsomes). (3) The result is 1 (stable in human liver microsomes). The compound is COc1cc(N2CCN(C3CCN(c4cccc5cc(C(F)(F)F)cnc45)CC3)CC2)c2ncccc2c1. (4) The molecule is Cc1cc2c(C(N)=O)cccc2n1-c1nc2c(c(NCc3ccccc3)n1)COCC2. The result is 1 (stable in human liver microsomes). (5) The drug is Cc1c(C(=O)Nc2cccc(Cl)n2)nn(C)c1-c1ccc(F)cc1. The result is 0 (unstable in human liver microsomes). (6) The compound is N#Cc1ccc(NC(=O)NCc2cccc(C(=O)Nc3ccc4c(c3)CNCC4)c2)cc1. The result is 0 (unstable in human liver microsomes). (7) The compound is CC(CNc1ccnc2cc(Cl)ccc12)NCCC12CC3CC(CC(C3)C1)C2. The result is 1 (stable in human liver microsomes). (8) The compound is COc1ccc(-c2cc(-c3ccc(S(C)(=O)=O)c(F)c3)cnc2N)cn1. The result is 0 (unstable in human liver microsomes). (9) The compound is O=c1ncn(Cc2c(F)cc(F)cc2F)c2ccc(Oc3ncccc3C(F)(F)F)cc12. The result is 0 (unstable in human liver microsomes). (10) The molecule is N#CC1(n2cc([C@@H](NC(=O)c3ccc(F)cc3)C3CCCCC3)nn2)CC1. The result is 1 (stable in human liver microsomes).